This data is from Forward reaction prediction with 1.9M reactions from USPTO patents (1976-2016). The task is: Predict the product of the given reaction. (1) Given the reactants [CH2:1]([OH:9])[CH2:2][C@H:3]([OH:8])[CH2:4][CH2:5][CH2:6][CH3:7].[C:10](Cl)(=[O:12])[CH3:11].OS(O)(=O)=O, predict the reaction product. The product is: [C:10]([O:9][CH2:1][CH2:2][C@H:3]([OH:8])[CH2:4][CH2:5][CH2:6][CH3:7])(=[O:12])[CH3:11]. (2) Given the reactants C1(C2C=CC=CC=2CO)C2C(=CC=CC=2)C=CC=1.[Mg].Br[C:21]1[CH:26]=[CH:25][CH:24]=[CH:23][CH:22]=1.[N:27]1[CH:32]=[CH:31][CH:30]=[CH:29][C:28]=1[C:33]([C:35]1[CH:40]=[CH:39][CH:38]=[CH:37][N:36]=1)=[O:34], predict the reaction product. The product is: [N:27]1[CH:32]=[CH:31][CH:30]=[CH:29][C:28]=1[C:33]([C:35]1[CH:40]=[CH:39][CH:38]=[CH:37][N:36]=1)([C:21]1[CH:26]=[CH:25][CH:24]=[CH:23][CH:22]=1)[OH:34].